The task is: Predict which catalyst facilitates the given reaction.. This data is from Catalyst prediction with 721,799 reactions and 888 catalyst types from USPTO. Reactant: Br[C:2]1[CH:3]=[C:4]([CH:8]=[CH:9][C:10]=1[C:11]([F:14])([F:13])[F:12])[C:5]([OH:7])=[O:6].[Cl:15][C:16]1[CH:17]=[C:18](B(O)O)[CH:19]=[CH:20][C:21]=1[O:22][CH3:23].F[B-](F)(F)F.C([PH+](C(C)(C)C)C(C)(C)C)(C)(C)C.[F-].[K+]. Product: [Cl:15][C:16]1[CH:17]=[C:18]([C:2]2[C:10]([C:11]([F:14])([F:13])[F:12])=[CH:9][CH:8]=[C:4]([C:5]([OH:7])=[O:6])[CH:3]=2)[CH:19]=[CH:20][C:21]=1[O:22][CH3:23]. The catalyst class is: 102.